This data is from Full USPTO retrosynthesis dataset with 1.9M reactions from patents (1976-2016). The task is: Predict the reactants needed to synthesize the given product. (1) The reactants are: Br[C:2]1[CH:7]=[CH:6][C:5]([CH:8]([N:12]2[CH2:26][CH2:25][C:15]3([O:20][CH2:19][C:18](=[O:21])[N:17]([CH:22]4[CH2:24][CH2:23]4)[CH2:16]3)[CH2:14][CH2:13]2)[C:9]([OH:11])=[O:10])=[CH:4][CH:3]=1.CC1(C)C(C)(C)OB([C:35]2[CH:44]=[C:43]3[C:38]([CH:39]=[CH:40][CH:41]=[N:42]3)=[CH:37][CH:36]=2)O1.C(=O)([O-])[O-].[K+].[K+]. Given the product [CH:22]1([N:17]2[CH2:16][C:15]3([CH2:25][CH2:26][N:12]([CH:8]([C:5]4[CH:6]=[CH:7][C:2]([C:35]5[CH:44]=[C:43]6[C:38]([CH:39]=[CH:40][CH:41]=[N:42]6)=[CH:37][CH:36]=5)=[CH:3][CH:4]=4)[C:9]([OH:11])=[O:10])[CH2:13][CH2:14]3)[O:20][CH2:19][C:18]2=[O:21])[CH2:24][CH2:23]1, predict the reactants needed to synthesize it. (2) Given the product [CH:23]1([N:26]2[CH2:34][C:33]3[C:28](=[CH:29][CH:30]=[C:31]([C:19]4[C:16]5[CH:17]=[N:18][C:13]([C:3]6[C:2]([Cl:1])=[C:7]([O:8][CH3:9])[CH:6]=[C:5]([O:10][CH3:11])[C:4]=6[Cl:12])=[CH:14][C:15]=5[NH:21][N:20]=4)[CH:32]=3)[C:27]2=[O:44])[CH2:25][CH2:24]1, predict the reactants needed to synthesize it. The reactants are: [Cl:1][C:2]1[C:7]([O:8][CH3:9])=[CH:6][C:5]([O:10][CH3:11])=[C:4]([Cl:12])[C:3]=1[C:13]1[N:18]=[CH:17][C:16]2[C:19](I)=[N:20][NH:21][C:15]=2[CH:14]=1.[CH:23]1([N:26]2[CH2:34][C:33]3[C:28](=[CH:29][CH:30]=[C:31](B4OC(C)(C)C(C)(C)O4)[CH:32]=3)[C:27]2=[O:44])[CH2:25][CH2:24]1. (3) Given the product [C:1]1([C:7]2[NH:11][C:10]([C:12]3[CH:13]=[C:14]4[C:19](=[CH:20][CH:21]=3)[CH:18]=[C:17]([O:22][CH2:24][C:25]3[CH:34]=[CH:33][C:28]([C:29]([O:31][CH3:32])=[O:30])=[CH:27][C:26]=3[C:35]([O:37][CH3:38])=[O:36])[CH:16]=[CH:15]4)=[CH:9][CH:8]=2)[CH:2]=[CH:3][CH:4]=[CH:5][CH:6]=1, predict the reactants needed to synthesize it. The reactants are: [C:1]1([C:7]2[NH:11][C:10]([C:12]3[CH:13]=[C:14]4[C:19](=[CH:20][CH:21]=3)[CH:18]=[C:17]([OH:22])[CH:16]=[CH:15]4)=[CH:9][CH:8]=2)[CH:6]=[CH:5][CH:4]=[CH:3][CH:2]=1.Br[CH2:24][C:25]1[CH:34]=[CH:33][C:28]([C:29]([O:31][CH3:32])=[O:30])=[CH:27][C:26]=1[C:35]([O:37][CH3:38])=[O:36].C(=O)([O-])[O-].[Cs+].[Cs+]. (4) Given the product [CH2:1]([O:3][C:4](=[O:20])[C:5]1[CH:10]=[C:9]([O:11][C:12]([F:15])([F:14])[F:13])[C:8]([CH:21]=[CH2:22])=[CH:7][C:6]=1[N+:17]([O-:19])=[O:18])[CH3:2], predict the reactants needed to synthesize it. The reactants are: [CH2:1]([O:3][C:4](=[O:20])[C:5]1[CH:10]=[C:9]([O:11][C:12]([F:15])([F:14])[F:13])[C:8](Br)=[CH:7][C:6]=1[N+:17]([O-:19])=[O:18])[CH3:2].[CH2:21](OC(=O)C1C=C(C(F)(F)F)C(C=C)=CC=1N)[CH3:22].